This data is from NCI-60 drug combinations with 297,098 pairs across 59 cell lines. The task is: Regression. Given two drug SMILES strings and cell line genomic features, predict the synergy score measuring deviation from expected non-interaction effect. (1) Drug 1: CC1(CCCN1)C2=NC3=C(C=CC=C3N2)C(=O)N. Drug 2: CCC1=C2N=C(C=C(N2N=C1)NCC3=C[N+](=CC=C3)[O-])N4CCCCC4CCO. Cell line: HCT116. Synergy scores: CSS=55.2, Synergy_ZIP=2.94, Synergy_Bliss=-0.487, Synergy_Loewe=-45.2, Synergy_HSA=0.349. (2) Drug 1: C1CCC(CC1)NC(=O)N(CCCl)N=O. Drug 2: C1=C(C(=O)NC(=O)N1)N(CCCl)CCCl. Cell line: SK-MEL-28. Synergy scores: CSS=15.4, Synergy_ZIP=-8.11, Synergy_Bliss=-3.13, Synergy_Loewe=-2.86, Synergy_HSA=-2.29. (3) Drug 1: C1CCN(CC1)CCOC2=CC=C(C=C2)C(=O)C3=C(SC4=C3C=CC(=C4)O)C5=CC=C(C=C5)O. Drug 2: CCC1(CC2CC(C3=C(CCN(C2)C1)C4=CC=CC=C4N3)(C5=C(C=C6C(=C5)C78CCN9C7C(C=CC9)(C(C(C8N6C)(C(=O)OC)O)OC(=O)C)CC)OC)C(=O)OC)O.OS(=O)(=O)O. Cell line: T-47D. Synergy scores: CSS=35.3, Synergy_ZIP=-6.00, Synergy_Bliss=-1.54, Synergy_Loewe=-0.254, Synergy_HSA=-0.129. (4) Drug 1: CC12CCC3C(C1CCC2NC(=O)OCC(F)(F)F)CCC4C3(C=CC(=O)N4C)C. Drug 2: B(C(CC(C)C)NC(=O)C(CC1=CC=CC=C1)NC(=O)C2=NC=CN=C2)(O)O. Cell line: OVCAR3. Synergy scores: CSS=51.5, Synergy_ZIP=0.583, Synergy_Bliss=-0.137, Synergy_Loewe=-29.3, Synergy_HSA=-0.812.